Task: Regression. Given two drug SMILES strings and cell line genomic features, predict the synergy score measuring deviation from expected non-interaction effect.. Dataset: NCI-60 drug combinations with 297,098 pairs across 59 cell lines (1) Drug 1: CN1C(=O)N2C=NC(=C2N=N1)C(=O)N. Drug 2: CC1=C2C(C(=O)C3(C(CC4C(C3C(C(C2(C)C)(CC1OC(=O)C(C(C5=CC=CC=C5)NC(=O)OC(C)(C)C)O)O)OC(=O)C6=CC=CC=C6)(CO4)OC(=O)C)O)C)O. Cell line: NCI-H460. Synergy scores: CSS=-1.53, Synergy_ZIP=0.894, Synergy_Bliss=0.629, Synergy_Loewe=-3.55, Synergy_HSA=-2.95. (2) Drug 1: C1CN1P(=S)(N2CC2)N3CC3. Drug 2: CS(=O)(=O)OCCCCOS(=O)(=O)C. Cell line: CAKI-1. Synergy scores: CSS=16.8, Synergy_ZIP=0.0334, Synergy_Bliss=3.98, Synergy_Loewe=-1.97, Synergy_HSA=1.75. (3) Synergy scores: CSS=9.58, Synergy_ZIP=1.45, Synergy_Bliss=3.24, Synergy_Loewe=0.371, Synergy_HSA=1.59. Drug 1: CC(C1=C(C=CC(=C1Cl)F)Cl)OC2=C(N=CC(=C2)C3=CN(N=C3)C4CCNCC4)N. Drug 2: CC12CCC3C(C1CCC2=O)CC(=C)C4=CC(=O)C=CC34C. Cell line: NCI-H322M. (4) Drug 1: C1CN1P(=S)(N2CC2)N3CC3. Drug 2: CC1CCC2CC(C(=CC=CC=CC(CC(C(=O)C(C(C(=CC(C(=O)CC(OC(=O)C3CCCCN3C(=O)C(=O)C1(O2)O)C(C)CC4CCC(C(C4)OC)O)C)C)O)OC)C)C)C)OC. Cell line: TK-10. Synergy scores: CSS=3.31, Synergy_ZIP=-2.92, Synergy_Bliss=-0.637, Synergy_Loewe=-3.61, Synergy_HSA=-3.21. (5) Drug 1: CC12CCC3C(C1CCC2=O)CC(=C)C4=CC(=O)C=CC34C. Drug 2: CC1CCC2CC(C(=CC=CC=CC(CC(C(=O)C(C(C(=CC(C(=O)CC(OC(=O)C3CCCCN3C(=O)C(=O)C1(O2)O)C(C)CC4CCC(C(C4)OC)OCCO)C)C)O)OC)C)C)C)OC. Cell line: M14. Synergy scores: CSS=49.2, Synergy_ZIP=1.01, Synergy_Bliss=4.27, Synergy_Loewe=2.08, Synergy_HSA=4.84. (6) Drug 1: CC1=C(C=C(C=C1)NC2=NC=CC(=N2)N(C)C3=CC4=NN(C(=C4C=C3)C)C)S(=O)(=O)N.Cl. Drug 2: C1CN(P(=O)(OC1)NCCCl)CCCl. Cell line: T-47D. Synergy scores: CSS=1.96, Synergy_ZIP=-1.25, Synergy_Bliss=1.53, Synergy_Loewe=-0.451, Synergy_HSA=0.574. (7) Drug 1: C1CC(=O)NC(=O)C1N2C(=O)C3=CC=CC=C3C2=O. Drug 2: COCCOC1=C(C=C2C(=C1)C(=NC=N2)NC3=CC=CC(=C3)C#C)OCCOC.Cl. Cell line: UACC-257. Synergy scores: CSS=2.97, Synergy_ZIP=-1.72, Synergy_Bliss=-1.97, Synergy_Loewe=-0.410, Synergy_HSA=-0.775. (8) Cell line: SK-MEL-28. Drug 2: C(CCl)NC(=O)N(CCCl)N=O. Synergy scores: CSS=32.1, Synergy_ZIP=-2.64, Synergy_Bliss=-4.32, Synergy_Loewe=-27.1, Synergy_HSA=-2.10. Drug 1: C1C(C(OC1N2C=NC3=C(N=C(N=C32)Cl)N)CO)O. (9) Drug 1: C1CCC(C1)C(CC#N)N2C=C(C=N2)C3=C4C=CNC4=NC=N3. Drug 2: C1CCC(C(C1)N)N.C(=O)(C(=O)[O-])[O-].[Pt+4]. Cell line: SK-MEL-28. Synergy scores: CSS=5.01, Synergy_ZIP=0.675, Synergy_Bliss=7.14, Synergy_Loewe=-1.79, Synergy_HSA=2.74.